Task: Binary Classification. Given a miRNA mature sequence and a target amino acid sequence, predict their likelihood of interaction.. Dataset: Experimentally validated miRNA-target interactions with 360,000+ pairs, plus equal number of negative samples (1) The miRNA is mmu-miR-466d-5p with sequence UGUGUGUGCGUACAUGUACAUG. The protein sequence of the target gene is MGCLGNSSKTAEDQGVDEKERREANKKIEKQLQKERLAYKATHRLLLLGAGESGKSTIVKQMRILHVNGFNPEEKKQKILDIRKNVKDAIVTIVSAMSTIIPPVPLANPENQFRSDYIKSIAPITDFEYSQEFFDHVKKLWDDEGVKACFERSNEYQLIDCAQYFLERIDSVSLVDYTPTDQDLLRCRVLTSGIFETRFQVDKVNFHMFDVGGQRDERRKWIQCFNDVTAIIYVAACSSYNMVIREDNNTNRLRESLDLFESIWNNRWLRTISIILFLNKQDMLAEKVLAGKSKIEDYFP.... Result: 1 (interaction). (2) The miRNA is hsa-miR-8067 with sequence CCUAGAAACUGUAAACUUAGUC. The protein sequence of the target gene is MPGGGPQGAPAAAGGGGVSHRAGSRDCLPPAACFRRRRLARRPGYMRSSTGPGIGFLSPAVGTLFRFPGGVSGEESHHSESRARQCGLDSRGLLVRSPVSKSAAAPTVTSVRGTSAHFGIQLRGGTRLPDRLSWPCGPGSAGWQQEFAAMDSSETLDASWEAACSDGARRVRAAGSLPSAELSSNSCSPGCGPEVPPTPPGSHSAFTSSFSFIRLSLGSAGERGEAEGCPPSREAESHCQSPQEMGAKAASLDGPHEDPRCLSRPFSLLATRVSADLAQAARNSSRPERDMHSLPDMDPG.... Result: 0 (no interaction). (3) The miRNA is hsa-miR-3180-5p with sequence CUUCCAGACGCUCCGCCCCACGUCG. The protein sequence of the target gene is MKHSLNALLIFLIITSAWGGSKGPLDQLEKGGETAQSADPQWEQLNNKNLSMPLLPADFHKENTVTNDWIPEGEEDDDYLDLEKIFSEDDDYIDIVDSLSVSPTDSDVSAGNILQLFHGKSRIQRLNILNAKFAFNLYRVLKDQVNTFDNIFIAPVGISTAMGMISLGLKGETHEQVHSILHFKDFVNASSKYEITTIHNLFRKLTHRLFRRNFGYTLRSVNDLYIQKQFPILLDFKTKVREYYFAEAQIADFSDPAFISKTNNHIMKLTKGLIKDALENIDPATQMMILNCIYFKGSWV.... Result: 0 (no interaction). (4) The miRNA is hsa-miR-135b-3p with sequence AUGUAGGGCUAAAAGCCAUGGG. The protein sequence of the target gene is MKEEVKGIPVRVALRCRPLVPKEISEGCQMCLSFVPGETQVVVGTDKSFTYDFVFDPCTEQEEVFNKAVAPLIKGIFKGYNATVLAYGQTGSGKTYSMGGAYTAEQENEPTVGIIPRVIQLLFKEIDKKSDFEFTLKVSYLEIYNEEILDLLCPSREKAQINIREDPKEGIKIVGLTEKTVLVALDTVSCLEQGNNSRTVASTAMNSQSSRSHAIFTISIEQRKKSDKNCSFRSKLHLVDLAGSERQKKTKAEGDRLKEGININRGLLCLGNVISALGDDKKGSFVPYRDSKLTRLLQDS.... Result: 0 (no interaction). (5) The miRNA is hsa-miR-4720-3p with sequence UGCUUAAGUUGUACCAAGUAU. The protein sequence of the target gene is MPEFVVTALLAPSRLSLKLLRALVMSLVYLAALVAAFVYSCIALTHVMCRPRRGCCGRQRLSPPECLRDPTLGEHCFLTLRVSVPPVKSSGLRLHYVSAGHGNGPLMLFLHGFPENWFSWRYQLREFQSHFHVVAVDMRGYSPSDAPKEVDCYTIDLLLDDIKDTILGLGYSKCILVSHDWGASLAWEFSIYYPSLVERMVVANGPPMSVIQEYSIHHIGQIFRSNYMFLFQLPWLPEKLLSMSDFQILKDTFTHRKNGIPGLTPSELEAFLYHFSQPGCLTGPINYYRNVFRNFPLEPK.... Result: 0 (no interaction).